From a dataset of Reaction yield outcomes from USPTO patents with 853,638 reactions. Predict the reaction yield, written as a fraction of the theoretical maximum amount of product (1.0 means a 100% yield; for example, 0.34 means a 34% yield). (1) The reactants are C([O:3][C:4](=[O:36])[C:5]1[CH:10]=[CH:9][CH:8]=[C:7]([N:11]2[C:15]([CH3:16])=[CH:14][CH:13]=[C:12]2[C:17]2[CH:22]=[C:21]([C:23]([F:26])([F:25])[F:24])[CH:20]=[CH:19][C:18]=2[O:27][CH2:28][C:29]2[CH:34]=[CH:33][C:32]([Cl:35])=[CH:31][CH:30]=2)[CH:6]=1)C.[OH-].[Na+].CCO. The catalyst is CCOC(C)=O. The product is [F:26][C:23]([F:24])([F:25])[C:21]1[CH:20]=[CH:19][C:18]([O:27][CH2:28][C:29]2[CH:30]=[CH:31][C:32]([Cl:35])=[CH:33][CH:34]=2)=[C:17]([C:12]2[N:11]([C:7]3[CH:6]=[C:5]([CH:10]=[CH:9][CH:8]=3)[C:4]([OH:36])=[O:3])[C:15]([CH3:16])=[CH:14][CH:13]=2)[CH:22]=1. The yield is 1.00. (2) The catalyst is CO. The product is [Cl:1][C:2]1[C:24]([Cl:25])=[CH:23][C:5]2[N:6]([C:11]3[CH:12]=[CH:13][C:14]([CH2:17][C:18]([OH:20])=[O:19])=[CH:15][CH:16]=3)[C:7]([CH2:9][CH3:10])=[N:8][C:4]=2[CH:3]=1. The yield is 0.860. The reactants are [Cl:1][C:2]1[C:24]([Cl:25])=[CH:23][C:5]2[N:6]([C:11]3[CH:16]=[CH:15][C:14]([CH2:17][C:18]([O:20]CC)=[O:19])=[CH:13][CH:12]=3)[C:7]([CH2:9][CH3:10])=[N:8][C:4]=2[CH:3]=1.[OH-].[Na+].